Dataset: Peptide-MHC class II binding affinity with 134,281 pairs from IEDB. Task: Regression. Given a peptide amino acid sequence and an MHC pseudo amino acid sequence, predict their binding affinity value. This is MHC class II binding data. (1) The peptide sequence is IPQEWKPAITVKVLPA. The MHC is DRB1_0802 with pseudo-sequence DRB1_0802. The binding affinity (normalized) is 0.329. (2) The peptide sequence is LFLLYILFLVKMNAL. The binding affinity (normalized) is 0.348. The MHC is DRB1_0101 with pseudo-sequence DRB1_0101.